Dataset: Forward reaction prediction with 1.9M reactions from USPTO patents (1976-2016). Task: Predict the product of the given reaction. The product is: [Br:1][C:2]1[CH:3]=[C:4]([CH:16]=[CH:17][CH:18]=1)[CH2:5][CH2:6][O:7][CH2:8][C:9]([OH:11])=[O:10]. Given the reactants [Br:1][C:2]1[CH:3]=[C:4]([CH:16]=[CH:17][CH:18]=1)[CH2:5][CH2:6][O:7][CH2:8][C:9]([O:11]C(C)(C)C)=[O:10].O[Li].O, predict the reaction product.